This data is from Forward reaction prediction with 1.9M reactions from USPTO patents (1976-2016). The task is: Predict the product of the given reaction. (1) Given the reactants Br[C:2]1[C:14]2[C:13]3[C:8](=[CH:9][C:10]([C:15]([OH:18])([CH3:17])[CH3:16])=[CH:11][CH:12]=3)[NH:7][C:6]=2[C:5]([C:19]([NH2:21])=[O:20])=[CH:4][C:3]=1[F:22].[F:23][C:24]1[C:33]2[N:28]([C:29](=[O:51])[N:30]([C:35]3[CH:40]=[CH:39][CH:38]=[C:37](B4OC(C)(C)C(C)(C)O4)[C:36]=3[CH3:50])[C:31](=[O:34])[CH:32]=2)[CH:27]=[CH:26][CH:25]=1.[O-]P([O-])([O-])=O.[K+].[K+].[K+], predict the reaction product. The product is: [F:22][C:3]1[CH:4]=[C:5]([C:19]([NH2:21])=[O:20])[C:6]2[NH:7][C:8]3[C:13]([C:14]=2[C:2]=1[C:37]1[CH:38]=[CH:39][CH:40]=[C:35]([N:30]2[C:31](=[O:34])[CH:32]=[C:33]4[C:24]([F:23])=[CH:25][CH:26]=[CH:27][N:28]4[C:29]2=[O:51])[C:36]=1[CH3:50])=[CH:12][CH:11]=[C:10]([C:15]([OH:18])([CH3:17])[CH3:16])[CH:9]=3. (2) Given the reactants Br[C@H:2]([CH:14]([CH3:16])[CH3:15])[CH2:3][N-:4][C:5]1[CH:10]=[C:9]([Cl:11])[CH:8]=[C:7]([Cl:12])[C:6]=1[OH:13].C(=O)([O-])[O-:18].[K+].[K+].O, predict the reaction product. The product is: [Cl:11][C:9]1[CH:8]=[C:7]([Cl:12])[C:6]2[O:13][C@@H:2]([CH:14]([CH3:16])[CH3:15])[C:3](=[O:18])[NH:4][C:5]=2[CH:10]=1.